The task is: Predict which catalyst facilitates the given reaction.. This data is from Catalyst prediction with 721,799 reactions and 888 catalyst types from USPTO. (1) Reactant: [NH2:1][CH2:2][C:3]1[C:8]([CH2:9][CH3:10])=[N:7][C:6]2[N:11]([CH2:14][CH3:15])[N:12]=[CH:13][C:5]=2[C:4]=1[NH:16][CH:17]1[CH2:22][CH2:21][O:20][CH2:19][CH2:18]1.[I-].C[N+]1C=CN([C:30]([N:32]2[CH2:37][CH2:36][O:35][CH2:34][CH2:33]2)=[O:31])C=1.CCN(C(C)C)C(C)C. Product: [CH2:14]([N:11]1[C:6]2=[N:7][C:8]([CH2:9][CH3:10])=[C:3]([CH2:2][NH:1][C:30]([N:32]3[CH2:37][CH2:36][O:35][CH2:34][CH2:33]3)=[O:31])[C:4]([NH:16][CH:17]3[CH2:18][CH2:19][O:20][CH2:21][CH2:22]3)=[C:5]2[CH:13]=[N:12]1)[CH3:15]. The catalyst class is: 4. (2) Reactant: [CH2:1]([O:8][C:9]1[CH:14]=[CH:13][C:12]([CH2:15][CH2:16][CH2:17][N:18]([CH:21]2[CH2:26][CH2:25][CH2:24][CH2:23][CH2:22]2)[CH2:19][CH3:20])=[CH:11][CH:10]=1)C1C=CC=CC=1.C([NH:29][CH:30]1[CH2:35][CH2:34][CH2:33][CH2:32][CH2:31]1)C.C([O-])([O-])=[O:37].[K+].[K+]. Product: [O:37]1[C:31]2[CH:32]=[CH:33][CH:34]=[CH:35][C:30]=2[N:29]=[C:1]1[O:8][C:9]1[CH:10]=[CH:11][C:12]([CH2:15][CH2:16][CH2:17][N:18]([CH:21]2[CH2:22][CH2:23][CH2:24][CH2:25][CH2:26]2)[CH2:19][CH3:20])=[CH:13][CH:14]=1. The catalyst class is: 23.